From a dataset of Full USPTO retrosynthesis dataset with 1.9M reactions from patents (1976-2016). Predict the reactants needed to synthesize the given product. (1) Given the product [N:26]1[CH:27]=[CH:28][CH:29]=[CH:30][C:25]=1[NH:24][C:14](=[O:16])[C@@H:13]([N:11]1[CH2:12][C:8]2[CH2:7][C:6]3[CH:5]=[CH:4][CH:3]=[C:2]([Cl:1])[C:23]=3[O:22][C:9]=2[C:10]1=[O:21])[CH2:17][CH:18]([CH3:20])[CH3:19], predict the reactants needed to synthesize it. The reactants are: [Cl:1][C:2]1[C:23]2[O:22][C:9]3[C:10](=[O:21])[N:11]([C@@H:13]([CH2:17][CH:18]([CH3:20])[CH3:19])[C:14]([OH:16])=O)[CH2:12][C:8]=3[CH2:7][C:6]=2[CH:5]=[CH:4][CH:3]=1.[NH2:24][C:25]1[CH:30]=[CH:29][CH:28]=[CH:27][N:26]=1.ON1C2C=CC=CC=2N=N1. (2) Given the product [NH2:9][C:7]1[CH:6]=[CH:5][C:4]([P:12]([CH3:17])(=[O:16])[O:13][CH2:14][CH3:15])=[C:3]([N:2]([CH3:1])[CH3:18])[CH:8]=1, predict the reactants needed to synthesize it. The reactants are: [CH3:1][N:2]([CH3:18])[C:3]1[CH:8]=[C:7]([N+:9]([O-])=O)[CH:6]=[CH:5][C:4]=1[P:12]([CH3:17])(=[O:16])[O:13][CH2:14][CH3:15]. (3) Given the product [CH2:13]1[C:6]2[C:1](=[CH:2][CH:3]=[CH:4][CH:5]=2)[CH:11]=[CH:14]1, predict the reactants needed to synthesize it. The reactants are: [C:1]1([CH3:11])[CH:6]=[CH:5][C:4](S(O)(=O)=O)=[CH:3][CH:2]=1.O.[C:13]1(C)C=CC=C[CH:14]=1.